This data is from Forward reaction prediction with 1.9M reactions from USPTO patents (1976-2016). The task is: Predict the product of the given reaction. (1) Given the reactants [Br:1][C:2]1[CH:3]=[C:4]([NH2:8])[CH:5]=[N:6][CH:7]=1.C(N(CC)CC)C.[C:16]1([S:22](Cl)(=[O:24])=[O:23])[CH:21]=[CH:20][CH:19]=[CH:18][CH:17]=1.[OH-].[Na+], predict the reaction product. The product is: [Br:1][C:2]1[CH:3]=[C:4]([NH:8][S:22]([C:16]2[CH:21]=[CH:20][CH:19]=[CH:18][CH:17]=2)(=[O:24])=[O:23])[CH:5]=[N:6][CH:7]=1. (2) Given the reactants [CH3:1][O:2][C:3]1[CH:8]=[CH:7][C:6]([CH2:9][CH2:10][C:11]2[CH:12]=[C:13]([NH2:16])[NH:14][N:15]=2)=[C:5]([CH3:17])[CH:4]=1.Cl[C:19]1[CH:24]=[CH:23][N:22]=[C:21]([NH:25][CH2:26][C:27]2[O:31][N:30]=[C:29]([CH3:32])[CH:28]=2)[N:20]=1, predict the reaction product. The product is: [CH3:1][O:2][C:3]1[CH:8]=[CH:7][C:6]([CH2:9][CH2:10][C:11]2[CH:12]=[C:13]([NH:16][C:19]3[CH:24]=[CH:23][N:22]=[C:21]([NH:25][CH2:26][C:27]4[O:31][N:30]=[C:29]([CH3:32])[CH:28]=4)[N:20]=3)[NH:14][N:15]=2)=[C:5]([CH3:17])[CH:4]=1. (3) Given the reactants [CH3:1][O:2][C:3](=[O:16])[CH:4]([NH:12][CH2:13][C:14]#[CH:15])[CH2:5][C:6]1[CH:11]=[CH:10][CH:9]=[CH:8][CH:7]=1.C(N(CC)CC)C.[Cl:24][C:25]1[CH:33]=[C:32]([Cl:34])[CH:31]=[CH:30][C:26]=1[C:27](Cl)=[O:28], predict the reaction product. The product is: [CH3:1][O:2][C:3](=[O:16])[CH:4]([N:12]([C:27](=[O:28])[C:26]1[CH:30]=[CH:31][C:32]([Cl:34])=[CH:33][C:25]=1[Cl:24])[CH2:13][C:14]#[CH:15])[CH2:5][C:6]1[CH:11]=[CH:10][CH:9]=[CH:8][CH:7]=1. (4) The product is: [F:1][C:2]1[CH:7]=[C:6]([NH:8][CH2:9][C:10]2[CH:11]=[C:12]([C:16]3[C:17]([CH3:24])=[CH:18][C:19]([O:23][CH2:39][C:37]4[N:36]([CH3:41])[N:35]=[C:34]([O:33][CH3:32])[CH:38]=4)=[CH:20][C:21]=3[CH3:22])[CH:13]=[CH:14][CH:15]=2)[CH:5]=[CH:4][C:3]=1[CH2:25][CH2:26][C:27]([O:29][CH2:30][CH3:31])=[O:28]. Given the reactants [F:1][C:2]1[CH:7]=[C:6]([NH:8][CH2:9][C:10]2[CH:11]=[C:12]([C:16]3[C:21]([CH3:22])=[CH:20][C:19]([OH:23])=[CH:18][C:17]=3[CH3:24])[CH:13]=[CH:14][CH:15]=2)[CH:5]=[CH:4][C:3]=1[CH2:25][CH2:26][C:27]([O:29][CH2:30][CH3:31])=[O:28].[CH3:32][O:33][C:34]1[CH:38]=[C:37]([CH2:39]O)[N:36]([CH3:41])[N:35]=1.C(P(CCCC)CCCC)CCC.N(C(N1CCCCC1)=O)=NC(N1CCCCC1)=O, predict the reaction product. (5) Given the reactants [F:1][C:2]1[CH:8]=[C:7]([I:9])[CH:6]=[CH:5][C:3]=1[NH2:4].[Li+].C[Si]([N-][Si](C)(C)C)(C)C.F[C:21]1[C:29]([F:30])=[C:28]([F:31])[C:27]([N+:32]([O-:34])=[O:33])=[CH:26][C:22]=1[C:23]([OH:25])=[O:24], predict the reaction product. The product is: [F:30][C:29]1[C:21]([NH:4][C:3]2[CH:5]=[CH:6][C:7]([I:9])=[CH:8][C:2]=2[F:1])=[C:22]([CH:26]=[C:27]([N+:32]([O-:34])=[O:33])[C:28]=1[F:31])[C:23]([OH:25])=[O:24]. (6) Given the reactants O.Cl.[NH:3]1[CH2:8][CH2:7][C:6](=[O:9])[CH2:5][CH2:4]1.N12CCCN=C1CCCCC2.[C:21]1(=[CH:25][C:26]([O:28][C:29]([CH3:32])([CH3:31])[CH3:30])=[O:27])[CH2:24][CH2:23][CH2:22]1, predict the reaction product. The product is: [C:29]([O:28][C:26](=[O:27])[CH2:25][C:21]1([N:3]2[CH2:8][CH2:7][C:6](=[O:9])[CH2:5][CH2:4]2)[CH2:24][CH2:23][CH2:22]1)([CH3:32])([CH3:30])[CH3:31]. (7) Given the reactants [I:1][C:2]1[CH:3]=[CH:4][CH:5]=[C:6]2[C:11]=1[NH:10][C:9](=[S:12])[N:8]([CH3:13])[C:7]2=[O:14].[C:15]([O-])([O-])=O.[K+].[K+].CI, predict the reaction product. The product is: [I:1][C:2]1[CH:3]=[CH:4][CH:5]=[C:6]2[C:11]=1[N:10]=[C:9]([S:12][CH3:15])[N:8]([CH3:13])[C:7]2=[O:14]. (8) Given the reactants O=[C:2]([CH2:9][C:10]([O:12][CH2:13][CH3:14])=[O:11])[CH2:3][C:4]([O:6][CH2:7][CH3:8])=[O:5].[CH3:15]OC(OC)N(C)C.S(O)(O)(=O)=O.[C:28]([S:31][CH3:32])(=[NH:30])[NH2:29], predict the reaction product. The product is: [CH2:7]([O:6][C:4](=[O:5])[CH2:3][C:2]1[C:9]([C:10]([O:12][CH2:13][CH3:14])=[O:11])=[CH:15][N:29]=[C:28]([S:31][CH3:32])[N:30]=1)[CH3:8]. (9) Given the reactants [CH2:1]([NH:3][C:4]1[CH:9]=[C:8]([O:10]C)[CH:7]=[CH:6][C:5]=1[CH:12]1[CH2:21][CH2:20][C:19]2[C:14](=[CH:15][CH:16]=[C:17]([O:22]C)[CH:18]=2)[CH2:13]1)[CH3:2].Cl.[N:25]1([CH2:32][CH2:33][O:34][C:35]2[CH:43]=[CH:42][C:38]([C:39](Cl)=O)=[CH:37][CH:36]=2)[CH2:31][CH2:30][CH2:29][CH2:28][CH2:27][CH2:26]1, predict the reaction product. The product is: [N:25]1([CH2:32][CH2:33][O:34][C:35]2[CH:43]=[CH:42][C:38]([CH2:39][CH2:2][CH2:1][NH:3][C:4]3[CH:9]=[C:8]([OH:10])[CH:7]=[CH:6][C:5]=3[CH:12]3[CH2:21][CH2:20][C:19]4[CH:18]=[C:17]([OH:22])[CH:16]=[CH:15][C:14]=4[CH2:13]3)=[CH:37][CH:36]=2)[CH2:31][CH2:30][CH2:29][CH2:28][CH2:27][CH2:26]1.